Dataset: Forward reaction prediction with 1.9M reactions from USPTO patents (1976-2016). Task: Predict the product of the given reaction. (1) Given the reactants [CH:1]1[C:2]([CH2:10][C@@H:11]([NH2:28])[CH2:12][C:13]([N:15]2[CH2:27][C:19]3=[N:20][N:21]=[C:22]([C:23]([F:26])([F:25])[F:24])[N:18]3[CH2:17][CH2:16]2)=[O:14])=[C:3]([F:9])[CH:4]=[C:5]([F:8])[C:6]=1[F:7].[ClH:29], predict the reaction product. The product is: [CH:1]1[C:2]([CH2:10][C@@H:11]([NH2:28])[CH2:12][C:13]([N:15]2[CH2:27][C:19]3=[N:20][N:21]=[C:22]([C:23]([F:26])([F:25])[F:24])[N:18]3[CH2:17][CH2:16]2)=[O:14])=[C:3]([F:9])[CH:4]=[C:5]([F:8])[C:6]=1[F:7].[ClH:29]. (2) Given the reactants [CH3:1][NH:2][NH2:3].[CH:4]1([C@H:8]([NH:10][C:11]2[N:19]=[C:18]([C:20](=[NH:23])OC)[N:17]=[C:16]3[C:12]=2[N:13]([CH2:36][C@H:37]2[CH2:42][CH2:41][C@H:40]([CH3:43])[CH2:39][CH2:38]2)[C:14]([N:24]2[CH2:29][CH2:28]OC[C@H:25]2[C:30]2[CH:35]=[CH:34][CH:33]=[CH:32][CH:31]=2)=[N:15]3)[CH3:9])[CH2:7][CH2:6][CH2:5]1.[CH3:44][OH:45], predict the reaction product. The product is: [CH:4]1([C@H:8]([NH:10][C:11]2[N:19]=[C:18]([C:20](=[NH:23])[NH:3][NH:2][CH3:1])[N:17]=[C:16]3[C:12]=2[N:13]([CH2:36][C@H:37]2[CH2:38][CH2:39][C@H:40]([CH3:43])[CH2:41][CH2:42]2)[C:14]([N:24]2[CH2:29][CH2:28][O:45][CH2:44][C@H:25]2[C:30]2[CH:31]=[CH:32][CH:33]=[CH:34][CH:35]=2)=[N:15]3)[CH3:9])[CH2:7][CH2:6][CH2:5]1. (3) Given the reactants Br[C:2]1[CH:11]=[CH:10][CH:9]=[C:8]2[C:3]=1[CH:4]=[CH:5][C:6]([NH:12][CH2:13][C:14]1[CH:19]=[CH:18][CH:17]=[CH:16][C:15]=1[O:20][CH3:21])=[N:7]2.[CH2:22]=[CH:23][C:24]1[CH:29]=[CH:28][CH:27]=[CH:26][CH:25]=1.C(N(CC)CC)C.C1(C)C=CC=CC=1P(C1C=CC=CC=1C)C1C=CC=CC=1C, predict the reaction product. The product is: [CH3:21][O:20][C:15]1[CH:16]=[CH:17][CH:18]=[CH:19][C:14]=1[CH2:13][NH:12][C:6]1[CH:5]=[CH:4][C:3]2[C:8](=[CH:9][CH:10]=[CH:11][C:2]=2/[CH:22]=[CH:23]/[C:24]2[CH:29]=[CH:28][CH:27]=[CH:26][CH:25]=2)[N:7]=1. (4) Given the reactants O=C1[N:6]([C:7]([O:9][C:10]([CH3:13])([CH3:12])[CH3:11])=[O:8])[CH:5]([CH2:14][C:15]2[CH:20]=[CH:19][C:18]([C:21]([F:24])([F:23])[F:22])=[CH:17][CH:16]=2)[CH:4]([C:25]2[CH:30]=[CH:29][N:28]=[CH:27][CH:26]=2)[O:3]1.[OH-].[Na+].O, predict the reaction product. The product is: [OH:3][CH:4]([C:25]1[CH:26]=[CH:27][N:28]=[CH:29][CH:30]=1)[CH:5]([NH:6][C:7](=[O:8])[O:9][C:10]([CH3:12])([CH3:13])[CH3:11])[CH2:14][C:15]1[CH:20]=[CH:19][C:18]([C:21]([F:24])([F:23])[F:22])=[CH:17][CH:16]=1. (5) Given the reactants [NH:1]1[CH2:5][CH2:4][N:3]=[C:2]1[CH:6]1[C:15]2[CH:14]=[CH:13][CH:12]=[C:11]([C:16]#[N:17])[C:10]=2[CH2:9][CH2:8][O:7]1.C(N)(=[O:20])C.C1COCC1, predict the reaction product. The product is: [NH:3]1[CH2:4][CH2:5][N:1]=[C:2]1[CH:6]1[C:15]2[CH:14]=[CH:13][CH:12]=[C:11]([C:16]([NH2:17])=[O:20])[C:10]=2[CH2:9][CH2:8][O:7]1. (6) Given the reactants [NH2:1][CH2:2][C:3]1[S:7][C:6]([C:8]2[CH:9]=[C:10]([CH2:16][CH3:17])[C:11](=[O:15])[NH:12][C:13]=2[CH3:14])=[CH:5][CH:4]=1.C(N(CC)CC)C.[Cl:25][CH2:26][C:27](Cl)=[O:28], predict the reaction product. The product is: [Cl:25][CH2:26][C:27]([NH:1][CH2:2][C:3]1[S:7][C:6]([C:8]2[CH:9]=[C:10]([CH2:16][CH3:17])[C:11](=[O:15])[NH:12][C:13]=2[CH3:14])=[CH:5][CH:4]=1)=[O:28].